Dataset: Reaction yield outcomes from USPTO patents with 853,638 reactions. Task: Predict the reaction yield, written as a fraction of the theoretical maximum amount of product (1.0 means a 100% yield; for example, 0.34 means a 34% yield). (1) The yield is 0.880. The catalyst is O.CN1CCCCC1. The product is [CH3:33][O:32]/[CH:31]=[C:26](/[C:27]([O:29][CH3:30])=[O:28])\[C:21]1[C:20]([O:19][C:15]2[CH:14]=[C:13]([O:1][C:2]3[C:3]([C:4]#[N:5])=[CH:6][CH:7]=[CH:8][CH:9]=3)[N:18]=[CH:17][N:16]=2)=[CH:25][CH:24]=[CH:23][CH:22]=1. The reactants are [OH:1][C:2]1[CH:9]=[CH:8][CH:7]=[CH:6][C:3]=1[C:4]#[N:5].[OH-].[K+].Cl[C:13]1[N:18]=[CH:17][N:16]=[C:15]([O:19][C:20]2[CH:25]=[CH:24][CH:23]=[CH:22][C:21]=2/[C:26](=[CH:31]\[O:32][CH3:33])/[C:27]([O:29][CH3:30])=[O:28])[CH:14]=1.C(OC(=O)C)CCC. (2) The product is [CH2:14]([O:16][C:17](=[O:20])[CH2:18][NH:19][CH2:11][C:4]1[CH:3]=[C:2]([Cl:1])[CH:7]=[CH:6][C:5]=1[N+:8]([O-:10])=[O:9])[CH3:15]. The reactants are [Cl:1][C:2]1[CH:7]=[CH:6][C:5]([N+:8]([O-:10])=[O:9])=[C:4]([CH2:11]Cl)[CH:3]=1.Cl.[CH2:14]([O:16][C:17](=[O:20])[CH2:18][NH2:19])[CH3:15].C(N(CC)CC)C. The catalyst is C(O)C. The yield is 0.990. (3) The reactants are [Zn](CC)CC.[CH:6]1([CH:12]=[O:13])[CH2:11][CH2:10][CH2:9][CH2:8][CH2:7]1.[C:14]1(C)[CH:19]=CC=[CH:16][CH:15]=1. No catalyst specified. The product is [CH3:19][CH:14]=[CH:15][CH2:16][C@@H:12]([CH:6]1[CH2:11][CH2:10][CH2:9][CH2:8][CH2:7]1)[OH:13]. The yield is 0.750. (4) The reactants are C([O:3][C:4](=[O:35])[CH:5]([C:28]1[CH:29]=[C:30]([CH3:34])[CH:31]=[CH:32][CH:33]=1)[CH2:6][C:7]1[CH:11]=[C:10]([C:12]2[CH:17]=[CH:16][C:15]([Cl:18])=[C:14]([Cl:19])[CH:13]=2)[N:9]([C:20]2[CH:25]=[CH:24][C:23]([O:26][CH3:27])=[CH:22][CH:21]=2)[N:8]=1)C.Cl.CCOC(C)=O. The catalyst is P([O-])([O-])([O-])=O.CC(O)C.C1(C)C=CC=CC=1. The product is [Cl:19][C:14]1[CH:13]=[C:12]([C:10]2[N:9]([C:20]3[CH:21]=[CH:22][C:23]([O:26][CH3:27])=[CH:24][CH:25]=3)[N:8]=[C:7]([CH2:6][C@@H:5]([C:28]3[CH:29]=[C:30]([CH3:34])[CH:31]=[CH:32][CH:33]=3)[C:4]([OH:35])=[O:3])[CH:11]=2)[CH:17]=[CH:16][C:15]=1[Cl:18]. The yield is 0.400. (5) The yield is 0.570. The reactants are Br[CH2:2][CH:3]1[O:8][C:7]2[CH:9]=[C:10]([S:13]([CH3:16])(=[O:15])=[O:14])[CH:11]=[CH:12][C:6]=2[CH2:5][O:4]1.[CH2:17]([NH2:19])[CH3:18]. The catalyst is C(#N)C. The product is [CH3:16][S:13]([C:10]1[CH:11]=[CH:12][C:6]2[CH2:5][O:4][CH:3]([CH2:2][NH:19][CH2:17][CH3:18])[O:8][C:7]=2[CH:9]=1)(=[O:15])=[O:14].